The task is: Regression. Given two drug SMILES strings and cell line genomic features, predict the synergy score measuring deviation from expected non-interaction effect.. This data is from NCI-60 drug combinations with 297,098 pairs across 59 cell lines. (1) Drug 1: CNC(=O)C1=CC=CC=C1SC2=CC3=C(C=C2)C(=NN3)C=CC4=CC=CC=N4. Drug 2: CC1=C(C=C(C=C1)NC2=NC=CC(=N2)N(C)C3=CC4=NN(C(=C4C=C3)C)C)S(=O)(=O)N.Cl. Cell line: K-562. Synergy scores: CSS=53.7, Synergy_ZIP=2.64, Synergy_Bliss=2.65, Synergy_Loewe=0.504, Synergy_HSA=4.31. (2) Drug 1: CC12CCC3C(C1CCC2=O)CC(=C)C4=CC(=O)C=CC34C. Drug 2: CC1C(C(=O)NC(C(=O)N2CCCC2C(=O)N(CC(=O)N(C(C(=O)O1)C(C)C)C)C)C(C)C)NC(=O)C3=C4C(=C(C=C3)C)OC5=C(C(=O)C(=C(C5=N4)C(=O)NC6C(OC(=O)C(N(C(=O)CN(C(=O)C7CCCN7C(=O)C(NC6=O)C(C)C)C)C)C(C)C)C)N)C. Cell line: SNB-19. Synergy scores: CSS=45.8, Synergy_ZIP=7.91, Synergy_Bliss=10.3, Synergy_Loewe=11.7, Synergy_HSA=11.0. (3) Drug 1: COC1=CC(=CC(=C1O)OC)C2C3C(COC3=O)C(C4=CC5=C(C=C24)OCO5)OC6C(C(C7C(O6)COC(O7)C8=CC=CS8)O)O. Drug 2: CC1=C2C(C(=O)C3(C(CC4C(C3C(C(C2(C)C)(CC1OC(=O)C(C(C5=CC=CC=C5)NC(=O)OC(C)(C)C)O)O)OC(=O)C6=CC=CC=C6)(CO4)OC(=O)C)O)C)O. Cell line: SNB-19. Synergy scores: CSS=48.9, Synergy_ZIP=-10.6, Synergy_Bliss=-9.03, Synergy_Loewe=-7.76, Synergy_HSA=-4.68. (4) Drug 1: C1CN1C2=NC(=NC(=N2)N3CC3)N4CC4. Drug 2: CNC(=O)C1=NC=CC(=C1)OC2=CC=C(C=C2)NC(=O)NC3=CC(=C(C=C3)Cl)C(F)(F)F. Cell line: LOX IMVI. Synergy scores: CSS=19.1, Synergy_ZIP=-17.6, Synergy_Bliss=-39.9, Synergy_Loewe=-34.2, Synergy_HSA=-34.2.